From a dataset of Reaction yield outcomes from USPTO patents with 853,638 reactions. Predict the reaction yield, written as a fraction of the theoretical maximum amount of product (1.0 means a 100% yield; for example, 0.34 means a 34% yield). The reactants are C([O-])([O-])=O.[K+].[K+].Cl[CH2:8][C:9]1[N:14]=[C:13]([C:15]([O:17][CH3:18])=[O:16])[CH:12]=[CH:11][CH:10]=1.[NH:19]1[CH2:23][CH2:22][CH2:21][CH2:20]1.O. The catalyst is CN(C=O)C. The product is [N:19]1([CH2:8][C:9]2[N:14]=[C:13]([C:15]([O:17][CH3:18])=[O:16])[CH:12]=[CH:11][CH:10]=2)[CH2:23][CH2:22][CH2:21][CH2:20]1. The yield is 0.560.